From a dataset of Forward reaction prediction with 1.9M reactions from USPTO patents (1976-2016). Predict the product of the given reaction. (1) Given the reactants [Br:1][C:2]1[C:14](I)=[CH:13][C:5]([C:6]([NH:8][S:9]([CH3:12])(=[O:11])=[O:10])=[O:7])=[C:4]([F:16])[CH:3]=1.[CH:17]1(B(O)O)[CH2:19][CH2:18]1.C([O-])([O-])=O.[Na+].[Na+], predict the reaction product. The product is: [Br:1][C:2]1[C:14]([CH:17]2[CH2:19][CH2:18]2)=[CH:13][C:5]([C:6]([NH:8][S:9]([CH3:12])(=[O:11])=[O:10])=[O:7])=[C:4]([F:16])[CH:3]=1. (2) Given the reactants [C:1]1([C:7]2[CH:8]=[C:9]([C:12]([OH:14])=[O:13])[S:10][CH:11]=2)[CH:6]=[CH:5][CH:4]=[CH:3][CH:2]=1.[Li][CH2:16][CH2:17]CC.IC, predict the reaction product. The product is: [CH2:16]([C:11]1[S:10][C:9]([C:12]([OH:14])=[O:13])=[CH:8][C:7]=1[C:1]1[CH:2]=[CH:3][CH:4]=[CH:5][CH:6]=1)[CH3:17].